From a dataset of Catalyst prediction with 721,799 reactions and 888 catalyst types from USPTO. Predict which catalyst facilitates the given reaction. (1) Reactant: [Cl:1][CH2:2][CH2:3][N:4]([CH2:31][CH2:32][Cl:33])[P:5]([N:24]([CH2:28][CH2:29][Cl:30])[CH2:25][CH2:26][Cl:27])(=[O:23])[O:6][CH2:7][CH2:8][S:9]([CH2:12][C:13](=[O:22])[NH:14][CH2:15][C:16]1[CH:17]=[N:18][CH:19]=[CH:20][CH:21]=1)(=[O:11])=[O:10].[C:34]([OH:43])(=[O:42])[CH:35]([CH:37]([C:39]([OH:41])=[O:40])[OH:38])[OH:36].C(O)C.C(OCC)C. Product: [C:39]([CH:37]([CH:35]([C:34]([OH:43])=[O:42])[OH:36])[OH:38])([OH:41])=[O:40].[Cl:33][CH2:32][CH2:31][N:4]([CH2:3][CH2:2][Cl:1])[P:5]([N:24]([CH2:28][CH2:29][Cl:30])[CH2:25][CH2:26][Cl:27])(=[O:23])[O:6][CH2:7][CH2:8][S:9]([CH2:12][C:13](=[O:22])[NH:14][CH2:15][C:16]1[CH:17]=[N:18][CH:19]=[CH:20][CH:21]=1)(=[O:10])=[O:11]. The catalyst class is: 13. (2) Reactant: [CH2:1](Br)[C:2]1[CH:7]=[CH:6][CH:5]=[CH:4][CH:3]=1.[Br:9][C:10]1[CH:15]=[C:14]([C:16]([F:19])([F:18])[F:17])[CH:13]=[CH:12][C:11]=1[OH:20].C(=O)([O-])[O-].[K+].[K+]. Product: [Br:9][C:10]1[CH:15]=[C:14]([C:16]([F:18])([F:19])[F:17])[CH:13]=[CH:12][C:11]=1[O:20][CH2:1][C:2]1[CH:7]=[CH:6][CH:5]=[CH:4][CH:3]=1. The catalyst class is: 3.